From a dataset of Forward reaction prediction with 1.9M reactions from USPTO patents (1976-2016). Predict the product of the given reaction. Given the reactants [Cl:1][C:2]1[CH:9]=[CH:8][C:5]([C:6]#[N:7])=[C:4]([SH:10])[CH:3]=1.[OH:11]S(O)(=O)=O.C([O-])(O)=O.[Na+], predict the reaction product. The product is: [Cl:1][C:2]1[CH:9]=[CH:8][C:5]2[C:6](=[O:11])[NH:7][S:10][C:4]=2[CH:3]=1.